This data is from Full USPTO retrosynthesis dataset with 1.9M reactions from patents (1976-2016). The task is: Predict the reactants needed to synthesize the given product. (1) Given the product [Cl:1][C:2]1[CH:3]=[CH:4][CH:5]=[C:6]([O:8][CH2:16][CH:17]2[CH2:19][CH2:18]2)[N:7]=1, predict the reactants needed to synthesize it. The reactants are: [Cl:1][C:2]1[N:7]=[C:6]([OH:8])[CH:5]=[CH:4][CH:3]=1.C([O-])([O-])=O.[K+].[K+].Br[CH2:16][CH:17]1[CH2:19][CH2:18]1. (2) Given the product [Cl:13][C:10]1[CH:11]=[CH:12][C:7]([N:6]2[C:4](=[O:5])[C:3]3[C:2](=[CH:17][CH:16]=[CH:15][CH:14]=3)[N:1]=[C:23]2[C:22]2[CH:21]=[N:20][C:19]([Cl:18])=[CH:26][CH:25]=2)=[CH:8][CH:9]=1, predict the reactants needed to synthesize it. The reactants are: [NH2:1][C:2]1[CH:17]=[CH:16][CH:15]=[CH:14][C:3]=1[C:4]([NH:6][C:7]1[CH:12]=[CH:11][C:10]([Cl:13])=[CH:9][CH:8]=1)=[O:5].[Cl:18][C:19]1[CH:26]=[CH:25][C:22]([CH:23]=O)=[CH:21][N:20]=1.OS([O-])=O.[Na+].CC1C=CC(S(O)(=O)=O)=CC=1. (3) Given the product [Cl:23][C:9]1[C:8]([C:5]([OH:26])=[O:7])=[CH:17][C:16]([CH3:18])=[C:15]2[C:10]=1[C:11]([CH3:22])([CH3:21])[CH2:12][CH2:13][S:14]2(=[O:20])=[O:19], predict the reactants needed to synthesize it. The reactants are: [OH-].[Na+].BrBr.[C:5]([C:8]1[C:9]([Cl:23])=[C:10]2[C:15](=[C:16]([CH3:18])[CH:17]=1)[S:14](=[O:20])(=[O:19])[CH2:13][CH2:12][C:11]2([CH3:22])[CH3:21])(=[O:7])C.C(OCC)(=[O:26])C. (4) Given the product [Br:10][C:7]1[CH:6]=[C:5]([CH3:9])[C:3]([NH2:4])=[C:2]([F:1])[CH:8]=1, predict the reactants needed to synthesize it. The reactants are: [F:1][C:2]1[CH:8]=[CH:7][CH:6]=[C:5]([CH3:9])[C:3]=1[NH2:4].[Br:10]N1C(=O)CCC1=O.O. (5) Given the product [NH2:1][C:2]1[CH:3]=[CH:4][C:5]([CH3:22])=[C:6]([C:8]2[C:9](=[O:21])[N:10]([CH2:19][CH3:20])[C:11]3[C:16]([CH:17]=2)=[CH:15][N:14]=[C:13]([NH:31][CH3:30])[CH:12]=3)[CH:7]=1, predict the reactants needed to synthesize it. The reactants are: [NH2:1][C:2]1[CH:3]=[CH:4][C:5]([CH3:22])=[C:6]([C:8]2[C:9](=[O:21])[N:10]([CH2:19][CH3:20])[C:11]3[C:16]([CH:17]=2)=[CH:15][N:14]=[C:13](Cl)[CH:12]=3)[CH:7]=1.COC1C=CC(C[CH2:30][NH2:31])=CC=1.C1CCN2C(=NCCC2)CC1.FC(F)(F)C(O)=O. (6) Given the product [Cl:19][CH2:2][C:3]1[CH:8]=[CH:7][N:6]=[C:5]([NH:9][C:10](=[O:16])[O:11][C:12]([CH3:15])([CH3:14])[CH3:13])[CH:4]=1, predict the reactants needed to synthesize it. The reactants are: O[CH2:2][C:3]1[CH:8]=[CH:7][N:6]=[C:5]([NH:9][C:10](=[O:16])[O:11][C:12]([CH3:15])([CH3:14])[CH3:13])[CH:4]=1.O=S(Cl)[Cl:19]. (7) Given the product [C:1]([N:18]1[CH2:17][CH2:16][N:15]([CH2:21][C:22]([O:24][CH2:25][CH3:26])=[O:23])[CH2:20][CH2:19]1)(=[O:12])/[CH:2]=[CH:3]/[CH2:4][CH2:5][CH2:6][CH2:7][CH2:8][CH2:9][CH3:10].[ClH:13].[C:1]([N:18]1[CH2:17][CH2:16][N:15]([CH2:21][C:22]([OH:24])=[O:23])[CH2:20][CH2:19]1)(=[O:11])/[CH:2]=[CH:3]/[CH2:4][CH2:5][CH2:6][CH2:7][CH2:8][CH2:9][CH3:10], predict the reactants needed to synthesize it. The reactants are: [C:1]([OH:12])(=[O:11])/[CH:2]=[CH:3]/[CH2:4][CH2:5][CH2:6][CH2:7][CH2:8][CH2:9][CH3:10].[ClH:13].Cl.[N:15]1([CH2:21][C:22]([O:24][CH2:25][CH3:26])=[O:23])[CH2:20][CH2:19][NH:18][CH2:17][CH2:16]1.